This data is from Full USPTO retrosynthesis dataset with 1.9M reactions from patents (1976-2016). The task is: Predict the reactants needed to synthesize the given product. (1) Given the product [CH3:3][CH:2]([CH:4]1[N:9]([CH2:10][C@H:11]2[CH2:16][N:15]([S:33]([C:31]3[S:32][C:28]([N+:25]([O-:27])=[O:26])=[CH:29][CH:30]=3)(=[O:35])=[O:34])[CH2:14][CH2:13][NH:12]2)[CH2:8][CH2:7][NH:6][C:5]1=[O:17])[CH3:1], predict the reactants needed to synthesize it. The reactants are: [CH3:1][CH:2]([CH:4]1[N:9]([CH2:10][C@H:11]2[CH2:16][NH:15][CH2:14][CH2:13][NH:12]2)[CH2:8][CH2:7][NH:6][C:5]1=[O:17])[CH3:3].C(N(CC)CC)C.[N+:25]([C:28]1[S:32][C:31]([S:33](Cl)(=[O:35])=[O:34])=[CH:30][CH:29]=1)([O-:27])=[O:26]. (2) Given the product [OH:1][CH2:2][CH:3]([CH2:5][OH:6])[OH:4].[C:7]([O-:20])(=[O:19])[CH2:8][CH2:9][CH2:10][CH2:11][CH2:12][CH2:13][CH2:14][CH2:15][C:16]([O-:18])=[O:17], predict the reactants needed to synthesize it. The reactants are: [OH:1][CH2:2][CH:3]([CH2:5][OH:6])[OH:4].[C:7]([OH:20])(=[O:19])[CH2:8][CH2:9][CH2:10][CH2:11][CH2:12][CH2:13][CH2:14][CH2:15][C:16]([OH:18])=[O:17]. (3) Given the product [Cl:36][C:26]1[N:25]=[N:24][C:23]([N:21]([CH3:22])[C:20]([C:15]2[CH:14]=[C:13]([S:10]([CH2:9][CH2:8][CH2:7][C:6]([OH:38])=[O:5])(=[O:12])=[O:11])[CH:18]=[C:49]([C:48]([F:53])([F:52])[F:47])[CH:16]=2)=[O:37])=[C:28]([C:29]2[CH:34]=[CH:33][CH:32]=[CH:31][C:30]=2[CH3:35])[CH:27]=1, predict the reactants needed to synthesize it. The reactants are: C([O:5][C:6](=[O:38])[CH2:7][CH2:8][CH2:9][S:10]([C:13]1[CH:18]=C(C)[CH:16]=[C:15]([C:20](=[O:37])[N:21]([C:23]2[N:24]=[N:25][C:26]([Cl:36])=[CH:27][C:28]=2[C:29]2[CH:34]=[CH:33][CH:32]=[CH:31][C:30]=2[CH3:35])[CH3:22])[CH:14]=1)(=[O:12])=[O:11])(C)(C)C.C1(OC)C=CC=CC=1.[F:47][C:48]([F:53])([F:52])[C:49](O)=O. (4) Given the product [ClH:18].[OH:4][CH2:5][CH:6]1[CH:11]=[C:10]([OH:12])[C:9]([SH:13])=[CH:8][NH:7]1, predict the reactants needed to synthesize it. The reactants are: C([O:4][CH2:5][C:6]1[NH:7][CH:8]=[C:9]([S:13]C(C)(C)C)[C:10](=[O:12])[CH:11]=1)(=O)C.[ClH:18]. (5) The reactants are: [Cl:1][C:2]1[N:7]=[CH:6][C:5]([C:8](Cl)=[O:9])=[CH:4][CH:3]=1.[NH2:11][C:12]1[CH:13]=[C:14]([NH:19][C:20](=[O:37])[C:21]2[CH:26]=[C:25]([C:27]([F:30])([F:29])[F:28])[CH:24]=[C:23]([N:31]3[CH2:36][CH2:35][O:34][CH2:33][CH2:32]3)[CH:22]=2)[CH:15]=[CH:16][C:17]=1[CH3:18]. Given the product [Cl:1][C:2]1[N:7]=[CH:6][C:5]([C:8]([NH:11][C:12]2[CH:13]=[C:14]([NH:19][C:20](=[O:37])[C:21]3[CH:26]=[C:25]([C:27]([F:28])([F:29])[F:30])[CH:24]=[C:23]([N:31]4[CH2:32][CH2:33][O:34][CH2:35][CH2:36]4)[CH:22]=3)[CH:15]=[CH:16][C:17]=2[CH3:18])=[O:9])=[CH:4][CH:3]=1, predict the reactants needed to synthesize it.